From a dataset of Reaction yield outcomes from USPTO patents with 853,638 reactions. Predict the reaction yield, written as a fraction of the theoretical maximum amount of product (1.0 means a 100% yield; for example, 0.34 means a 34% yield). (1) The reactants are [CH:1]1([N:4]2[CH:8]=[N:7][N:6]=[C:5]2[C:9]2[CH:14]=[CH:13][N:12]=[CH:11][CH:10]=2)[CH2:3][CH2:2]1.[CH2:15]=[O:16]. No catalyst specified. The product is [CH:1]1([N:4]2[C:5]([C:9]3[CH:10]=[CH:11][N:12]=[CH:13][CH:14]=3)=[N:6][N:7]=[C:8]2[CH2:15][OH:16])[CH2:3][CH2:2]1. The yield is 0.850. (2) The product is [Cl:1][C:2]1[CH:3]=[C:4]([C:8]2[N:13]=[C:12]3[CH2:14][CH2:15][CH2:16][C:11]3=[C:10]([NH:17][C:18]3[CH:19]=[CH:20][C:21]([CH2:24][CH2:25][CH2:26][C:27]([OH:29])=[O:28])=[CH:22][CH:23]=3)[CH:9]=2)[CH:5]=[CH:6][CH:7]=1. The catalyst is O. The reactants are [Cl:1][C:2]1[CH:3]=[C:4]([C:8]2[N:13]=[C:12]3[CH2:14][CH2:15][CH2:16][C:11]3=[C:10]([NH:17][C:18]3[CH:23]=[CH:22][C:21]([CH2:24][CH2:25][CH2:26][C:27]([O:29]C)=[O:28])=[CH:20][CH:19]=3)[CH:9]=2)[CH:5]=[CH:6][CH:7]=1.O.[OH-].[Li+].C1COCC1.Cl. The yield is 0.800. (3) The reactants are FC1C=CC2N(C(CC3N(C)C=CN=3)=C(C3C=CC(F)=CC=3)N=2)C=1.[Cl:25][C:26]1[CH:31]=[CH:30][C:29]([C:32]2[N:33]=[C:34]3[CH:39]=[CH:38][CH:37]=[CH:36][N:35]3[C:40]=2[CH:41]=O)=[CH:28][CH:27]=1.[CH3:43][N:44]1[CH:48]=[N:47][CH:46]=[N:45]1. No catalyst specified. The product is [Cl:25][C:26]1[CH:31]=[CH:30][C:29]([C:32]2[N:33]=[C:34]3[CH:39]=[CH:38][CH:37]=[CH:36][N:35]3[C:40]=2[CH2:41][C:48]2[N:44]([CH3:43])[N:45]=[CH:46][N:47]=2)=[CH:28][CH:27]=1. The yield is 0.890. (4) The reactants are [Cl:1][C:2]1[CH:10]=[C:9](I)[C:5]2[O:6][CH2:7][O:8][C:4]=2[C:3]=1[NH:12][C:13]1[C:22]2[C:17](=[CH:18][C:19]([O:25][CH2:26][CH2:27][CH2:28][N:29]3[CH2:34][CH2:33][N:32]([CH3:35])[C:31](=[O:36])[CH2:30]3)=[C:20]([O:23][CH3:24])[CH:21]=2)[N:16]=[CH:15][N:14]=1.[CH3:37][O:38][CH:39]([CH3:43])[CH2:40][C:41]#[CH:42].C(NC(C)C)(C)C.CN(C=O)C. The catalyst is C(OCC)(=O)C.Cl[Pd](Cl)([P](C1C=CC=CC=1)(C1C=CC=CC=1)C1C=CC=CC=1)[P](C1C=CC=CC=1)(C1C=CC=CC=1)C1C=CC=CC=1.[Cu]I. The product is [Cl:1][C:2]1[CH:10]=[C:9]([C:42]#[C:41][CH2:40][CH:39]([O:38][CH3:37])[CH3:43])[C:5]2[O:6][CH2:7][O:8][C:4]=2[C:3]=1[NH:12][C:13]1[C:22]2[C:17](=[CH:18][C:19]([O:25][CH2:26][CH2:27][CH2:28][N:29]3[CH2:34][CH2:33][N:32]([CH3:35])[C:31](=[O:36])[CH2:30]3)=[C:20]([O:23][CH3:24])[CH:21]=2)[N:16]=[CH:15][N:14]=1. The yield is 0.730. (5) The reactants are [NH2:1][C:2]1[S:6][C:5]([NH:7][C:8]2[CH:17]=[CH:16][C:15]3[C:10](=[CH:11][CH:12]=[CH:13][CH:14]=3)[CH:9]=2)=[N:4][C:3]=1[C:18]([O:20][CH2:21][CH3:22])=[O:19].[F:23][C:24]1[CH:32]=[CH:31][C:27]([C:28](Cl)=[O:29])=[CH:26][CH:25]=1. The catalyst is N1C=CC=CC=1.CCOC(C)=O. The product is [F:23][C:24]1[CH:32]=[CH:31][C:27]([C:28]([NH:1][C:2]2[S:6][C:5]([NH:7][C:8]3[CH:17]=[CH:16][C:15]4[C:10](=[CH:11][CH:12]=[CH:13][CH:14]=4)[CH:9]=3)=[N:4][C:3]=2[C:18]([O:20][CH2:21][CH3:22])=[O:19])=[O:29])=[CH:26][CH:25]=1. The yield is 0.590. (6) The reactants are [CH:1]1([C:16]([OH:18])=[O:17])[CH2:6][CH:5]([C:7]([OH:9])=O)[CH:4]([C:10]([OH:12])=[O:11])[CH2:3][CH:2]1[C:13]([OH:15])=O.C(OC(=O)C)(=O)C. No catalyst specified. The product is [CH2:6]1[CH:1]2[C:16]([O:18][C:13](=[O:15])[CH:2]2[CH2:3][CH:4]2[C:10]([O:11][C:7](=[O:9])[CH:5]12)=[O:12])=[O:17]. The yield is 0.966. (7) The catalyst is C1COCC1. The reactants are [Si]([O:8][CH2:9][CH:10]1[CH2:15][CH2:14][CH2:13][N:12]([C:16]2[CH:17]=[CH:18][C:19]([F:37])=[C:20]([CH:36]=2)[C:21]([NH:23][C:24]2[C:33]([CH3:34])=[CH:32][C:27]([C:28]([O:30][CH3:31])=[O:29])=[CH:26][C:25]=2[CH3:35])=[O:22])[CH2:11]1)(C(C)(C)C)(C)C.[N+](CCCC)(CCCC)(CCCC)CCCC.[F-]. The yield is 0.550. The product is [F:37][C:19]1[CH:18]=[CH:17][C:16]([N:12]2[CH2:13][CH2:14][CH2:15][CH:10]([CH2:9][OH:8])[CH2:11]2)=[CH:36][C:20]=1[C:21]([NH:23][C:24]1[C:33]([CH3:34])=[CH:32][C:27]([C:28]([O:30][CH3:31])=[O:29])=[CH:26][C:25]=1[CH3:35])=[O:22]. (8) The reactants are [CH:1]([N:4]1[C:8]([CH:9]2[C:18](=O)[C:17]3[C:16]([C:20]([O:22]CC)=O)=[CH:15][CH:14]=[CH:13][C:12]=3[NH:11][CH:10]2[C:25]2[CH:30]=[CH:29][CH:28]=[CH:27][CH:26]=2)=[CH:7][N:6]=[CH:5]1)([CH3:3])[CH3:2].O.[NH2:32][NH2:33]. The catalyst is CO. The product is [CH:1]([N:4]1[C:8]([CH:9]2[C:18]3=[N:32][NH:33][C:20](=[O:22])[C:16]4[CH:15]=[CH:14][CH:13]=[C:12]([C:17]=43)[NH:11][CH:10]2[C:25]2[CH:30]=[CH:29][CH:28]=[CH:27][CH:26]=2)=[CH:7][N:6]=[CH:5]1)([CH3:2])[CH3:3]. The yield is 0.130. (9) The yield is 0.920. The reactants are [C:1]([C:5]1[N:10]=[C:9](O)[CH:8]=[C:7]([CH2:12][CH2:13][O:14][CH3:15])[N:6]=1)([CH3:4])([CH3:3])[CH3:2].O=P(Cl)(Cl)[Cl:18].O. The product is [C:1]([C:5]1[N:10]=[C:9]([Cl:18])[CH:8]=[C:7]([CH2:12][CH2:13][O:14][CH3:15])[N:6]=1)([CH3:4])([CH3:3])[CH3:2]. The catalyst is C1(C)C=CC=CC=1.CN(C=O)C.